Dataset: Reaction yield outcomes from USPTO patents with 853,638 reactions. Task: Predict the reaction yield, written as a fraction of the theoretical maximum amount of product (1.0 means a 100% yield; for example, 0.34 means a 34% yield). (1) The reactants are C[Si](C)(C)N[Si](C)(C)C.[Li].Cl[C:12]1[CH:13]=[C:14]([CH:27]=[CH:28][C:29]=1[Cl:30])[CH2:15][N:16]1[C:21](=[O:22])[CH:20]=[C:19]2[S:23][CH:24]=[CH:25][N:18]2[C:17]1=[O:26].[CH2:31]([N:38]=[C:39]=[O:40])[C:32]1[CH:37]=[CH:36][CH:35]=[CH:34][CH:33]=1.[Cl-].[NH4+]. The catalyst is O1CCCC1.CCOC(C)=O. The product is [CH2:31]([NH:38][C:39]([C:24]1[S:23][C:19]2[N:18]([C:17](=[O:26])[N:16]([CH2:15][C:14]3[CH:27]=[CH:28][C:29]([Cl:30])=[CH:12][CH:13]=3)[C:21](=[O:22])[CH:20]=2)[CH:25]=1)=[O:40])[C:32]1[CH:37]=[CH:36][CH:35]=[CH:34][CH:33]=1. The yield is 0.390. (2) The reactants are C(O[BH-](OC(=O)C)OC(=O)C)(=O)C.[Na+].Cl.[NH2:16][C@H:17]([CH2:25][CH3:26])[C:18]([O:20][C:21]([CH3:24])([CH3:23])[CH3:22])=[O:19].[CH:27]([C:29]1[CH:34]=[CH:33][N:32]=[C:31]2[N:35]([C:42]([O:44][C:45]([CH3:48])([CH3:47])[CH3:46])=[O:43])[CH:36]=[C:37]([C:38]([O:40][CH3:41])=[O:39])[C:30]=12)=O. The catalyst is ClCCCl. The product is [C:21]([O:20][C:18](=[O:19])[C@H:17]([NH:16][CH2:27][C:29]1[CH:34]=[CH:33][N:32]=[C:31]2[N:35]([C:42]([O:44][C:45]([CH3:48])([CH3:47])[CH3:46])=[O:43])[CH:36]=[C:37]([C:38]([O:40][CH3:41])=[O:39])[C:30]=12)[CH2:25][CH3:26])([CH3:22])([CH3:24])[CH3:23]. The yield is 0.950. (3) The reactants are [CH2:1]([O:3][C:4](=[O:11])[CH:5]1[CH2:10][CH2:9][NH:8][CH2:7][CH2:6]1)[CH3:2].F[C:13]1[CH:18]=[CH:17][C:16]([N+:19]([O-:21])=[O:20])=[CH:15][CH:14]=1.C(=O)([O-])[O-].[K+].[K+]. The yield is 0.900. The product is [CH2:1]([O:3][C:4]([CH:5]1[CH2:6][CH2:7][N:8]([C:13]2[CH:18]=[CH:17][C:16]([N+:19]([O-:21])=[O:20])=[CH:15][CH:14]=2)[CH2:9][CH2:10]1)=[O:11])[CH3:2]. The catalyst is C(#N)C.C(OCC)(=O)C.